From a dataset of Full USPTO retrosynthesis dataset with 1.9M reactions from patents (1976-2016). Predict the reactants needed to synthesize the given product. (1) Given the product [ClH:1].[ClH:1].[NH:28]1[C:29]2[C:25](=[CH:24][C:23]([N:20]3[CH2:21][CH2:22][N:17]([CH2:16][CH2:15][C@H:8]4[C:9]5[C:14](=[CH:13][CH:12]=[CH:11][CH:10]=5)[N:6]([CH2:2][C:3]([NH2:5])=[O:4])[CH2:7]4)[CH2:18][CH2:19]3)=[CH:31][CH:30]=2)[CH:26]=[CH:27]1, predict the reactants needed to synthesize it. The reactants are: [Cl:1][CH2:2][C:3]([NH2:5])=[O:4].[NH:6]1[C:14]2[C:9](=[CH:10][CH:11]=[CH:12][CH:13]=2)[C@H:8]([CH2:15][CH2:16][N:17]2[CH2:22][CH2:21][N:20]([C:23]3[CH:24]=[C:25]4[C:29](=[CH:30][CH:31]=3)[NH:28][CH:27]=[CH:26]4)[CH2:19][CH2:18]2)[CH2:7]1.[I-].[K+].C(=O)([O-])[O-].[K+].[K+]. (2) Given the product [CH3:1][C@@H:2]1[CH2:6][CH2:5][CH2:4][N:3]1[CH2:7][CH2:8][C:9]1[CH:10]=[CH:11][C:12]([NH2:15])=[CH:13][CH:14]=1, predict the reactants needed to synthesize it. The reactants are: [CH3:1][C@@H:2]1[CH2:6][CH2:5][CH2:4][N:3]1[CH2:7][CH2:8][C:9]1[CH:14]=[CH:13][C:12]([N+:15]([O-])=O)=[CH:11][CH:10]=1.N#N. (3) Given the product [CH:1]1([C:4]2[C:5]([CH2:6][O:7][C:8]3[CH:13]=[CH:12][C:11]([N:14]4[C:18]([CH3:19])=[C:17]([C:20]#[N:21])[C:16]([CH3:23])=[N:15]4)=[CH:10][C:9]=3[CH3:24])=[C:25]([N:29]3[C:33](=[O:34])[N:32]([CH3:35])[N:31]=[N:30]3)[CH:26]=[CH:27][CH:28]=2)[CH2:3][CH2:2]1, predict the reactants needed to synthesize it. The reactants are: [CH:1]1([C:4]2[CH:28]=[CH:27][CH:26]=[C:25]([N:29]3[C:33](=[O:34])[N:32]([CH3:35])[N:31]=[N:30]3)[C:5]=2[CH2:6][O:7][C:8]2[CH:13]=[CH:12][C:11]([N:14]3[C:18]([CH3:19])=[C:17]([CH:20]=[N:21]O)[C:16]([CH3:23])=[N:15]3)=[CH:10][C:9]=2[CH3:24])[CH2:3][CH2:2]1.CN(C)C=O.ClC1N=C(Cl)N=C(Cl)N=1. (4) The reactants are: [CH3:1][S:2](Cl)(=[O:4])=[O:3].[NH2:6][CH2:7][CH2:8][CH:9]([NH:17][C:18](=[O:24])[O:19][C:20]([CH3:23])([CH3:22])[CH3:21])[C:10]1[CH:15]=[CH:14][C:13]([Cl:16])=[CH:12][CH:11]=1.C(N(CC)C(C)C)(C)C. Given the product [Cl:16][C:13]1[CH:14]=[CH:15][C:10]([CH:9]([NH:17][C:18](=[O:24])[O:19][C:20]([CH3:22])([CH3:21])[CH3:23])[CH2:8][CH2:7][NH:6][S:2]([CH3:1])(=[O:4])=[O:3])=[CH:11][CH:12]=1, predict the reactants needed to synthesize it. (5) Given the product [CH:1]([C:4]1[N:8]2[C:9]([C:16]([F:17])([F:19])[F:18])=[CH:10][CH:11]=[C:12]([C:13]([NH:26][C:24]3[O:25][C:21]([CH3:20])=[N:22][N:23]=3)=[O:15])[C:7]2=[N:6][N:5]=1)([CH3:2])[CH3:3], predict the reactants needed to synthesize it. The reactants are: [CH:1]([C:4]1[N:8]2[C:9]([C:16]([F:19])([F:18])[F:17])=[CH:10][CH:11]=[C:12]([C:13]([OH:15])=O)[C:7]2=[N:6][N:5]=1)([CH3:3])[CH3:2].[CH3:20][C:21]1[O:25][C:24]([NH2:26])=[N:23][N:22]=1.Cl.C(N=C=NCCCN(C)C)C.ON1C2N=CC=CC=2N=N1. (6) Given the product [CH3:38][O:39][C:8]1[CH:7]=[CH:6][C:5]([CH2:10][CH:11]2[CH:16]([CH2:17][C:18]3[CH:19]=[CH:20][C:21]([O:26][CH3:34])=[C:22]([O:24][CH3:25])[CH:23]=3)[C:27](=[O:30])[O:28][CH2:12]2)=[CH:4][C:3]=1[O:2][CH3:1], predict the reactants needed to synthesize it. The reactants are: [CH3:1][O:2][C:3]1[CH:4]=[C:5]([CH2:10][C@@H:11]2[C@@H:16]([CH2:17][C:18]3[CH:19]=[CH:20][C:21]([OH:26])=[C:22]([O:24][CH3:25])[CH:23]=3)C(=O)O[CH2:12]2)[CH:6]=[CH:7][C:8]=1O.[C:27](=[O:30])([O-])[O-:28].[K+].[K+].I[CH3:34].CN([CH:38]=[O:39])C. (7) The reactants are: [CH:1]([O:4][C:5]([N:7]1[CH2:13][CH2:12][CH2:11][CH:10]([N:14]([C:30](=[O:32])[CH3:31])[CH2:15][C:16]2[CH:21]=[C:20]([C:22]([F:25])([F:24])[F:23])[CH:19]=[C:18]([C:26]([F:29])([F:28])[F:27])[CH:17]=2)[C:9]2[CH:33]=[CH:34][C:35](Br)=[CH:36][C:8]1=2)=[O:6])([CH3:3])[CH3:2].[C:38](=O)([O-])[O-:39].[Cs+].[Cs+].CO. Given the product [C:30]([N:14]([CH2:15][C:16]1[CH:21]=[C:20]([C:22]([F:25])([F:24])[F:23])[CH:19]=[C:18]([C:26]([F:29])([F:28])[F:27])[CH:17]=1)[CH:10]1[CH2:11][CH2:12][CH2:13][N:7]([C:5]([O:4][CH:1]([CH3:3])[CH3:2])=[O:6])[C:8]2[CH:36]=[C:35]([O:39][CH3:38])[CH:34]=[CH:33][C:9]1=2)(=[O:32])[CH3:31], predict the reactants needed to synthesize it. (8) Given the product [CH3:1][O:2][C:3]([C:5]1[C:14]([C:33]#[C:32][Si:29]([CH3:31])([CH3:30])[CH3:28])=[C:13]([OH:16])[C:12]2[C:7](=[C:8]([N+:17]([O-:19])=[O:18])[CH:9]=[CH:10][CH:11]=2)[N:6]=1)=[O:4], predict the reactants needed to synthesize it. The reactants are: [CH3:1][O:2][C:3]([C:5]1[C:14](Br)=[C:13]([OH:16])[C:12]2[C:7](=[C:8]([N+:17]([O-:19])=[O:18])[CH:9]=[CH:10][CH:11]=2)[N:6]=1)=[O:4].C1(C#C)C=CC=CC=1.[CH3:28][Si:29]([C:32]#[CH:33])([CH3:31])[CH3:30]. (9) Given the product [CH3:20][N:2]([CH3:1])[C:3]1[CH:12]=[C:11]2[C:6]([C:7]([CH2:14][C:15]([OH:17])=[O:16])=[CH:8][C:9](=[O:13])[O:10]2)=[CH:5][CH:4]=1, predict the reactants needed to synthesize it. The reactants are: [CH3:1][N:2]([CH3:20])[C:3]1[CH:12]=[C:11]2[C:6]([C:7]([CH2:14][C:15]([O:17]CC)=[O:16])=[CH:8][C:9](=[O:13])[O:10]2)=[CH:5][CH:4]=1.C1COCC1.CO. (10) Given the product [C:7]([O:11][C:12]([NH:14][C:15]1[O:23][C:22]2[C:17](=[N:18][CH:19]=[C:20]([CH2:24][N:5]3[CH2:6][CH:3]([F:2])[CH2:4]3)[CH:21]=2)[C:16]=1[C:26]([NH:28][C:29]1[CH:30]=[N:31][CH:32]=[CH:33][C:34]=1[N:35]1[CH2:40][C@H:39]([C:41]([F:43])([F:42])[F:44])[CH2:38][C@H:37]([NH:45][C:46](=[O:52])[O:47][C:48]([CH3:51])([CH3:50])[CH3:49])[CH2:36]1)=[O:27])=[O:13])([CH3:9])([CH3:10])[CH3:8], predict the reactants needed to synthesize it. The reactants are: Cl.[F:2][CH:3]1[CH2:6][NH:5][CH2:4]1.[C:7]([O:11][C:12]([NH:14][C:15]1[O:23][C:22]2[C:17](=[N:18][CH:19]=[C:20]([CH:24]=O)[CH:21]=2)[C:16]=1[C:26]([NH:28][C:29]1[CH:30]=[N:31][CH:32]=[CH:33][C:34]=1[N:35]1[CH2:40][C@H:39]([C:41]([F:44])([F:43])[F:42])[CH2:38][C@H:37]([NH:45][C:46](=[O:52])[O:47][C:48]([CH3:51])([CH3:50])[CH3:49])[CH2:36]1)=[O:27])=[O:13])([CH3:10])([CH3:9])[CH3:8].CCN(C(C)C)C(C)C.C(O[BH-](OC(=O)C)OC(=O)C)(=O)C.[Na+].